Dataset: Forward reaction prediction with 1.9M reactions from USPTO patents (1976-2016). Task: Predict the product of the given reaction. (1) Given the reactants [CH2:1]([O:3][C:4](=[O:17])[CH2:5][C:6]1[N:7]=[C:8]([CH3:16])[S:9][C:10]=1[C:11]([O:13]CC)=O)[CH3:2].[F:18][C:19]1[CH:28]=[C:27]([I:29])[CH:26]=[CH:25][C:20]=1[N:21]=[C:22]=[N:23][CH3:24], predict the reaction product. The product is: [F:18][C:19]1[CH:28]=[C:27]([I:29])[CH:26]=[CH:25][C:20]=1[NH:21][C:22]1[N:23]([CH3:24])[C:11](=[O:13])[C:10]2[S:9][C:8]([CH3:16])=[N:7][C:6]=2[C:5]=1[C:4]([O:3][CH2:1][CH3:2])=[O:17]. (2) Given the reactants [CH3:1][O:2][C:3]([CH:5]1[C:13]2[C:8](=[CH:9][CH:10]=[CH:11][CH:12]=2)[CH2:7][C:6]1=[O:14])=[O:4].[OH-].[Na+].[Br:17][CH2:18][CH2:19][CH2:20]Br, predict the reaction product. The product is: [CH3:1][O:2][C:3]([C:5]1([CH2:20][CH2:19][CH2:18][Br:17])[C:13]2[C:8](=[CH:9][CH:10]=[CH:11][CH:12]=2)[CH2:7][C:6]1=[O:14])=[O:4]. (3) Given the reactants [CH2:1]([C:3]1[CH:8]=[CH:7][CH:6]=[CH:5][C:4]=1[OH:9])[CH3:2].[BrH:10].CS(C)=O, predict the reaction product. The product is: [Br:10][C:7]1[CH:6]=[CH:5][C:4]([OH:9])=[C:3]([CH2:1][CH3:2])[CH:8]=1.